From a dataset of Full USPTO retrosynthesis dataset with 1.9M reactions from patents (1976-2016). Predict the reactants needed to synthesize the given product. (1) Given the product [N+:1]([C:4]1[CH:5]=[C:6]2[C:10](=[CH:11][CH:12]=1)[N:9]([CH2:22][C:18]1[CH:17]=[N:16][CH:21]=[CH:20][CH:19]=1)[CH:8]=[CH:7]2)([O-:3])=[O:2], predict the reactants needed to synthesize it. The reactants are: [N+:1]([C:4]1[CH:5]=[C:6]2[C:10](=[CH:11][CH:12]=1)[NH:9][CH:8]=[CH:7]2)([O-:3])=[O:2].[H-].[Na+].Cl.[N:16]1[CH:21]=[CH:20][CH:19]=[C:18]([CH2:22]Cl)[CH:17]=1.O. (2) Given the product [CH:7]12[CH2:12][C:3]3([C:1]#[N:2])[CH2:10][CH:9]([CH2:11][CH:5]([CH2:4]3)[NH:6]1)[CH2:8]2, predict the reactants needed to synthesize it. The reactants are: [C:1]([C:3]12[CH2:12][CH:7]3[CH2:8][CH:9]([CH2:11][CH:5]([N:6]3C(OC(C)(C)C)=O)[CH2:4]1)[CH2:10]2)#[N:2].FC(F)(F)C(O)=O. (3) Given the product [CH2:1]([O:3][C:4]([C:5]1[C:9]([CH:11]2[CH2:13][CH2:12]2)=[N:37][C:36]([C:35]2[CH:39]=[CH:40][CH:41]=[C:33]([C:32]([F:31])([F:42])[F:43])[CH:34]=2)=[N:38][C:6]=1[CH3:7])=[O:14])[CH3:2], predict the reactants needed to synthesize it. The reactants are: [CH2:1]([O:3][C:4](=[O:14])[CH:5]([C:9]([CH:11]1[CH2:13][CH2:12]1)=O)[C:6](=O)[CH3:7])[CH3:2].C(=O)([O-])[O-].[Cs+].[Cs+].COS(C(F)(F)F)(=O)=O.Cl.[F:31][C:32]([F:43])([F:42])[C:33]1[CH:34]=[C:35]([CH:39]=[CH:40][CH:41]=1)[C:36]([NH2:38])=[NH:37].CC(C)([O-])C.[Na+]. (4) Given the product [CH2:13]([C:17]1[N:22]2[N:23]=[C:24]([CH3:26])[N:25]=[C:21]2[N:20]([CH:27]2[CH2:32][CH2:31][O:30][C:29]([CH3:33])([CH3:34])[CH2:28]2)[C:19](=[O:35])[C:18]=1[CH2:36][C:37]1[CH:38]=[CH:39][C:40]([C:43]2[CH:48]=[CH:47][CH:46]=[CH:45][C:44]=2[C:49]2[NH:3][C:4](=[O:7])[O:5][N:50]=2)=[CH:41][CH:42]=1)[CH2:14][CH2:15][CH3:16], predict the reactants needed to synthesize it. The reactants are: [Cl-].O[NH3+:3].[C:4](=[O:7])([O-])[OH:5].[Na+].CS(C)=O.[CH2:13]([C:17]1[N:22]2[N:23]=[C:24]([CH3:26])[N:25]=[C:21]2[N:20]([CH:27]2[CH2:32][CH2:31][O:30][C:29]([CH3:34])([CH3:33])[CH2:28]2)[C:19](=[O:35])[C:18]=1[CH2:36][C:37]1[CH:42]=[CH:41][C:40]([C:43]2[C:44]([C:49]#[N:50])=[CH:45][CH:46]=[CH:47][CH:48]=2)=[CH:39][CH:38]=1)[CH2:14][CH2:15][CH3:16]. (5) Given the product [NH2:24][CH2:23][C:20]1[C:21]([NH2:22])=[N:11][C:10]([C:2]2[NH:1][C:9]3[C:4]([CH:3]=2)=[CH:5][CH:6]=[CH:7][CH:8]=3)=[N:12][C:13]=1[C:14]1[CH:19]=[CH:18][CH:17]=[CH:16][CH:15]=1, predict the reactants needed to synthesize it. The reactants are: [NH:1]1[C:9]2[C:4](=[CH:5][CH:6]=[CH:7][CH:8]=2)[CH:3]=[C:2]1[C:10]([NH2:12])=[NH:11].[CH:13](=[C:20]([C:23]#[N:24])[C:21]#[N:22])[C:14]1[CH:19]=[CH:18][CH:17]=[CH:16][CH:15]=1. (6) Given the product [CH3:12][O:11][C:9]1[CH:8]=[CH:7][C:5]2[NH:6][C:2]([S:1][CH2:15][C:16]3[CH:22]=[CH:21][CH:20]=[C:19]([CH3:23])[C:17]=3[NH2:18])=[N:3][C:4]=2[CH:10]=1, predict the reactants needed to synthesize it. The reactants are: [SH:1][C:2]1[NH:3][C:4]2[CH:10]=[C:9]([O:11][CH3:12])[CH:8]=[CH:7][C:5]=2[N:6]=1.Cl.Cl[CH2:15][C:16]1[CH:22]=[CH:21][CH:20]=[C:19]([CH3:23])[C:17]=1[NH2:18]. (7) Given the product [CH:5]12[O:8][CH:1]([CH2:7][CH2:6]1)[CH2:2][N:3]([C:22]1[CH:23]=[C:16]([Cl:15])[CH:17]=[CH:18][C:19]=1[CH:20]=[O:21])[CH2:4]2, predict the reactants needed to synthesize it. The reactants are: [CH:1]12[O:8][CH:5]([CH2:6][CH2:7]1)[CH2:4][NH:3][CH2:2]2.C([O-])([O-])=O.[K+].[K+].[Cl:15][C:16]1[CH:23]=[CH:22][C:19]([CH:20]=[O:21])=[C:18](F)[CH:17]=1. (8) Given the product [CH2:9]1[C:10]2[C:6](=[CH:5][C:4]([NH:1][C:2](=[O:3])[NH:13][C:14]3[CH:19]=[CH:18][C:17]([C:20]4[O:24][C:23]([C:25]([NH:27][C@@H:28]([CH:33]([CH3:35])[CH3:34])[C:29]([O:31][CH3:32])=[O:30])=[O:26])=[N:22][CH:21]=4)=[CH:16][CH:15]=3)=[CH:12][CH:11]=2)[CH2:7][CH2:8]1, predict the reactants needed to synthesize it. The reactants are: [N:1]([C:4]1[CH:5]=[C:6]2[C:10](=[CH:11][CH:12]=1)[CH2:9][CH2:8][CH2:7]2)=[C:2]=[O:3].[NH2:13][C:14]1[CH:19]=[CH:18][C:17]([C:20]2[O:24][C:23]([C:25]([NH:27][CH:28]([CH:33]([CH3:35])[CH3:34])[C:29]([O:31][CH3:32])=[O:30])=[O:26])=[N:22][CH:21]=2)=[CH:16][CH:15]=1.